From a dataset of NCI-60 drug combinations with 297,098 pairs across 59 cell lines. Regression. Given two drug SMILES strings and cell line genomic features, predict the synergy score measuring deviation from expected non-interaction effect. (1) Drug 1: C1=CN(C(=O)N=C1N)C2C(C(C(O2)CO)O)O.Cl. Drug 2: CC1CCCC2(C(O2)CC(NC(=O)CC(C(C(=O)C(C1O)C)(C)C)O)C(=CC3=CSC(=N3)C)C)C. Cell line: MDA-MB-231. Synergy scores: CSS=23.0, Synergy_ZIP=-9.42, Synergy_Bliss=-12.7, Synergy_Loewe=-14.4, Synergy_HSA=-9.75. (2) Drug 1: C1=NC(=NC(=O)N1C2C(C(C(O2)CO)O)O)N. Drug 2: C(CN)CNCCSP(=O)(O)O. Cell line: HCT116. Synergy scores: CSS=56.4, Synergy_ZIP=3.07, Synergy_Bliss=3.88, Synergy_Loewe=-49.4, Synergy_HSA=2.57. (3) Drug 1: CCC(=C(C1=CC=CC=C1)C2=CC=C(C=C2)OCCN(C)C)C3=CC=CC=C3.C(C(=O)O)C(CC(=O)O)(C(=O)O)O. Drug 2: CCC1(CC2CC(C3=C(CCN(C2)C1)C4=CC=CC=C4N3)(C5=C(C=C6C(=C5)C78CCN9C7C(C=CC9)(C(C(C8N6C)(C(=O)OC)O)OC(=O)C)CC)OC)C(=O)OC)O.OS(=O)(=O)O. Cell line: SF-295. Synergy scores: CSS=19.6, Synergy_ZIP=-0.587, Synergy_Bliss=5.79, Synergy_Loewe=-0.322, Synergy_HSA=4.20. (4) Drug 1: C1CN1C2=NC(=NC(=N2)N3CC3)N4CC4. Drug 2: CC12CCC3C(C1CCC2O)C(CC4=C3C=CC(=C4)O)CCCCCCCCCS(=O)CCCC(C(F)(F)F)(F)F. Cell line: 786-0. Synergy scores: CSS=40.8, Synergy_ZIP=-2.87, Synergy_Bliss=-4.76, Synergy_Loewe=-17.2, Synergy_HSA=-2.80. (5) Drug 1: CC1=C(C=C(C=C1)NC2=NC=CC(=N2)N(C)C3=CC4=NN(C(=C4C=C3)C)C)S(=O)(=O)N.Cl. Drug 2: CC1C(C(=O)NC(C(=O)N2CCCC2C(=O)N(CC(=O)N(C(C(=O)O1)C(C)C)C)C)C(C)C)NC(=O)C3=C4C(=C(C=C3)C)OC5=C(C(=O)C(=C(C5=N4)C(=O)NC6C(OC(=O)C(N(C(=O)CN(C(=O)C7CCCN7C(=O)C(NC6=O)C(C)C)C)C)C(C)C)C)N)C. Cell line: PC-3. Synergy scores: CSS=4.48, Synergy_ZIP=5.95, Synergy_Bliss=11.7, Synergy_Loewe=12.1, Synergy_HSA=11.6. (6) Drug 1: C1=CC(=CC=C1CC(C(=O)O)N)N(CCCl)CCCl.Cl. Drug 2: CC(C)NC(=O)C1=CC=C(C=C1)CNNC.Cl. Cell line: T-47D. Synergy scores: CSS=13.5, Synergy_ZIP=-2.68, Synergy_Bliss=5.36, Synergy_Loewe=-4.98, Synergy_HSA=1.72.